This data is from Forward reaction prediction with 1.9M reactions from USPTO patents (1976-2016). The task is: Predict the product of the given reaction. (1) Given the reactants [F:1][C:2]1[C:3]([O:28][CH3:29])=[CH:4][C:5]([CH2:23][C:24]([F:27])([F:26])[F:25])=[C:6]([C:8]2[N:13]=[CH:12][C:11]3[CH:14]=[N:15][N:16](C4CCCCO4)[C:10]=3[CH:9]=2)[CH:7]=1.Cl, predict the reaction product. The product is: [F:1][C:2]1[C:3]([O:28][CH3:29])=[CH:4][C:5]([CH2:23][C:24]([F:27])([F:25])[F:26])=[C:6]([C:8]2[N:13]=[CH:12][C:11]3[CH:14]=[N:15][NH:16][C:10]=3[CH:9]=2)[CH:7]=1. (2) Given the reactants C(OC(=O)[NH:7][C:8]1([C:12]2[CH:17]=[CH:16][C:15]([C:18]3[C:27]([C:28]4[CH:33]=[CH:32][CH:31]=[CH:30][CH:29]=4)=[CH:26][C:25]4[C:24]5[N:34]=[C:35]([CH3:38])[N:36]([OH:37])[C:23]=5[CH2:22][CH2:21][C:20]=4[N:19]=3)=[CH:14][CH:13]=2)[CH2:11][CH2:10][CH2:9]1)(C)(C)C, predict the reaction product. The product is: [NH2:7][C:8]1([C:12]2[CH:13]=[CH:14][C:15]([C:18]3[C:27]([C:28]4[CH:29]=[CH:30][CH:31]=[CH:32][CH:33]=4)=[CH:26][C:25]4[C:24]5[N:34]=[C:35]([CH3:38])[N:36]([OH:37])[C:23]=5[CH2:22][CH2:21][C:20]=4[N:19]=3)=[CH:16][CH:17]=2)[CH2:11][CH2:10][CH2:9]1.